Dataset: Full USPTO retrosynthesis dataset with 1.9M reactions from patents (1976-2016). Task: Predict the reactants needed to synthesize the given product. (1) Given the product [Cl:1][C:2]1[CH:7]=[C:6]([N+:8]([O-:10])=[O:9])[CH:5]=[CH:4][C:3]=1[C:16]1[CH:17]=[CH:18][C:13]([F:12])=[CH:14][CH:15]=1, predict the reactants needed to synthesize it. The reactants are: [Cl:1][C:2]1[CH:7]=[C:6]([N+:8]([O-:10])=[O:9])[CH:5]=[CH:4][C:3]=1I.[F:12][C:13]1[CH:18]=[CH:17][C:16](B(O)O)=[CH:15][CH:14]=1.C1(C)C=CC=CC=1.C(=O)([O-])[O-].[Na+].[Na+]. (2) Given the product [Cl:12][C:13]1[CH:14]=[C:15]([C:19]#[C:20][C:21]2[CH2:25][C:5]3([CH2:4][CH2:3][C:2](=[CH2:1])[CH2:11][CH2:10]3)[O:9][N:22]=2)[CH:16]=[CH:17][CH:18]=1, predict the reactants needed to synthesize it. The reactants are: [CH2:1]=[C:2]1[CH2:11][CH2:10][C:5]2([O:9]CCO2)[CH2:4][CH2:3]1.[Cl:12][C:13]1[CH:14]=[C:15]([C:19]#[C:20][C:21]2[CH2:25]C3(CCC(=O)CC3)O[N:22]=2)[CH:16]=[CH:17][CH:18]=1.